Dataset: Forward reaction prediction with 1.9M reactions from USPTO patents (1976-2016). Task: Predict the product of the given reaction. (1) Given the reactants C(OC([N:8]1[CH2:13][CH2:12][CH2:11][C@@H:10]([C:14](=[O:39])[NH:15][C:16]2[CH:21]=[C:20]([C:22]3[CH:27]=[CH:26][CH:25]=[C:24]([NH:28][CH2:29][C@H:30]4[CH2:35][CH2:34][O:33][C:32]([CH3:37])([CH3:36])[CH2:31]4)[N:23]=3)[C:19]([Cl:38])=[CH:18][N:17]=2)[CH2:9]1)=O)(C)(C)C.C(OC([N:47]1[CH2:52][CH2:51][CH2:50][C@@H:49]([C:53](=[O:78])[NH:54][C:55]2[CH:60]=[C:59]([C:61]3[CH:66]=[CH:65][CH:64]=[C:63]([NH:67][CH2:68][C@@H:69]4[CH2:74][CH2:73][O:72][C:71]([CH3:76])([CH3:75])[CH2:70]4)[N:62]=3)[C:58]([Cl:77])=[CH:57][N:56]=2)[CH2:48]1)=O)(C)(C)C.Cl.O1CCOCC1, predict the reaction product. The product is: [Cl:38][C:19]1[C:20]([C:22]2[CH:27]=[CH:26][CH:25]=[C:24]([NH:28][CH2:29][C@H:30]3[CH2:35][CH2:34][O:33][C:32]([CH3:37])([CH3:36])[CH2:31]3)[N:23]=2)=[CH:21][C:16]([NH:15][C:14]([C@@H:10]2[CH2:11][CH2:12][CH2:13][NH:8][CH2:9]2)=[O:39])=[N:17][CH:18]=1.[Cl:77][C:58]1[C:59]([C:61]2[CH:66]=[CH:65][CH:64]=[C:63]([NH:67][CH2:68][C@@H:69]3[CH2:74][CH2:73][O:72][C:71]([CH3:76])([CH3:75])[CH2:70]3)[N:62]=2)=[CH:60][C:55]([NH:54][C:53]([C@@H:49]2[CH2:50][CH2:51][CH2:52][NH:47][CH2:48]2)=[O:78])=[N:56][CH:57]=1. (2) Given the reactants [Cl:1][C:2]1[CH:3]=[C:4]([N:9]2[C:13]([C:14]3[CH:19]=[C:18]([O:20][C:21](F)([F:23])[F:22])[CH:17]=[C:16]([F:25])[CH:15]=3)=[CH:12][C:11]([C:26]([OH:28])=[O:27])=[N:10]2)[CH:5]=[CH:6][C:7]=1[F:8].O.[OH-].[Li+], predict the reaction product. The product is: [Cl:1][C:2]1[CH:3]=[C:4]([N:9]2[C:13]([C:14]3[CH:19]=[C:18]([O:20][CH:21]([F:23])[F:22])[CH:17]=[C:16]([F:25])[CH:15]=3)=[CH:12][C:11]([C:26]([OH:28])=[O:27])=[N:10]2)[CH:5]=[CH:6][C:7]=1[F:8]. (3) Given the reactants [Cl:1][C:2]1[CH:11]=[C:10]([CH3:12])[CH:9]=[C:8]([Cl:13])[C:3]=1[O:4][CH2:5][CH2:6][OH:7].[H-].[Na+].Br[C:17]1[CH:22]=[CH:21][C:20]([Br:23])=[CH:19][N:18]=1, predict the reaction product. The product is: [Br:23][C:20]1[CH:21]=[CH:22][C:17]([O:7][CH2:6][CH2:5][O:4][C:3]2[C:2]([Cl:1])=[CH:11][C:10]([CH3:12])=[CH:9][C:8]=2[Cl:13])=[N:18][CH:19]=1. (4) Given the reactants C[O:2][C:3](=[O:45])[C@H:4]([OH:44])[CH2:5][NH:6][C:7](=[O:43])[C:8]1[CH:13]=[CH:12][C:11]([CH2:14][N:15]([C:31]2[CH:36]=[CH:35][C:34]([CH:37]3[CH2:42][CH2:41][CH2:40][CH2:39][CH2:38]3)=[CH:33][CH:32]=2)[C:16]([NH:18][C:19]2[CH:24]=[CH:23][C:22]([C:25]#[N:26])=[C:21]([C:27]([F:30])([F:29])[F:28])[CH:20]=2)=[O:17])=[CH:10][CH:9]=1.[OH-].[Na+], predict the reaction product. The product is: [C:25]([C:22]1[CH:23]=[CH:24][C:19]([NH:18][C:16](=[O:17])[N:15]([CH2:14][C:11]2[CH:10]=[CH:9][C:8]([C:7]([NH:6][CH2:5][C@@H:4]([OH:44])[C:3]([OH:45])=[O:2])=[O:43])=[CH:13][CH:12]=2)[C:31]2[CH:36]=[CH:35][C:34]([CH:37]3[CH2:42][CH2:41][CH2:40][CH2:39][CH2:38]3)=[CH:33][CH:32]=2)=[CH:20][C:21]=1[C:27]([F:28])([F:30])[F:29])#[N:26]. (5) Given the reactants [CH3:1][O:2][C:3]1[CH:4]=[C:5]2[C:10](=[CH:11][CH:12]=1)[N:9]=[C:8]([NH:13][CH2:14][CH2:15][CH2:16][NH2:17])[CH:7]=[C:6]2[CH3:18].[CH3:19][C:20]1[O:24][C:23]([CH:25]([CH3:29])[CH2:26][CH:27]=O)=[CH:22][CH:21]=1, predict the reaction product. The product is: [CH3:1][O:2][C:3]1[CH:4]=[C:5]2[C:10](=[CH:11][CH:12]=1)[N:9]=[C:8]([NH:13][CH2:14][CH2:15][CH2:16][NH:17][CH2:27][CH2:26][CH:25]([C:23]1[O:24][C:20]([CH3:19])=[CH:21][CH:22]=1)[CH3:29])[CH:7]=[C:6]2[CH3:18]. (6) Given the reactants [Cl:1][C:2]1[CH:7]=[C:6]([Cl:8])[CH:5]=[CH:4][C:3]=1[C:9]1[N:10]=[C:11]([CH2:31][CH3:32])[C:12]([NH:17][C@H:18]2[C@@H:22]([O:23][CH2:24][CH3:25])[CH2:21][N:20]([C:26]3SC=CN=3)[CH2:19]2)=[N:13][C:14]=1[CH2:15][CH3:16].BrC1[CH:39]=[CH:38][N:37]=[CH:36][CH:35]=1, predict the reaction product. The product is: [Cl:1][C:2]1[CH:7]=[C:6]([Cl:8])[CH:5]=[CH:4][C:3]=1[C:9]1[N:10]=[C:11]([CH2:31][CH3:32])[C:12]([NH:17][C@H:18]2[C@@H:22]([O:23][CH2:24][CH3:25])[CH2:21][N:20]([C:26]3[CH:39]=[CH:38][N:37]=[CH:36][CH:35]=3)[CH2:19]2)=[N:13][C:14]=1[CH2:15][CH3:16]. (7) Given the reactants [Cl:1][C:2]1C=CC2N([C@H]3C[C@@H](S(C)(=O)=O)C3)C(CCl)=NC=2[CH:3]=1.[Cl:21][C:22]1[CH:27]=[CH:26][C:25]([NH:28][CH:29]2[CH2:34][N:33]([CH2:35][C:36]3[CH:41]=[CH:40][C:39]([O:42][CH3:43])=[CH:38][CH:37]=3)[C:32](=[O:44])[CH2:31][CH2:30]2)=[C:24]([N+:45]([O-])=O)[CH:23]=1, predict the reaction product. The product is: [Cl:21][C:22]1[CH:27]=[CH:26][C:25]2[N:28]([CH:29]3[CH2:34][N:33]([CH2:35][C:36]4[CH:41]=[CH:40][C:39]([O:42][CH3:43])=[CH:38][CH:37]=4)[C:32](=[O:44])[CH2:31][CH2:30]3)[C:3]([CH2:2][Cl:1])=[N:45][C:24]=2[CH:23]=1. (8) Given the reactants [NH2:1][C:2]1[C:15]([O:16][CH3:17])=[CH:14][C:5]2[NH:6][C:7](=[O:13])[CH2:8][CH2:9][C:10]([CH3:12])([CH3:11])[C:4]=2[CH:3]=1.Cl[C:19]1[N:24]=[C:23]([NH:25][C:26]2[CH:35]=[CH:34][CH:33]=[CH:32][C:27]=2[C:28]([NH:30][CH3:31])=[O:29])[C:22]([Cl:36])=[CH:21][N:20]=1.C12(CS(O)(=O)=O)C(C)(C)C(CC1)CC2=O.CC[NH+](CC)CC.CC[NH+](CC)CC.C([O-])([O-])=O, predict the reaction product. The product is: [Cl:36][C:22]1[C:23]([NH:25][C:26]2[CH:35]=[CH:34][CH:33]=[CH:32][C:27]=2[C:28]([NH:30][CH3:31])=[O:29])=[N:24][C:19]([NH:1][C:2]2[C:15]([O:16][CH3:17])=[CH:14][C:5]3[NH:6][C:7](=[O:13])[CH2:8][CH2:9][C:10]([CH3:12])([CH3:11])[C:4]=3[CH:3]=2)=[N:20][CH:21]=1. (9) Given the reactants [Cl:1][C:2]1[CH:7]=[CH:6][CH:5]=[C:4]([Cl:8])[C:3]=1[NH:9][C:10]1[NH:11][C:12]2[C:18]3[CH2:19][C:20]([CH3:23])([CH3:22])[O:21][C:17]=3[C:16]([C:24](OC)=[O:25])=[CH:15][C:13]=2[N:14]=1.[F:28][C:29]([F:38])([F:37])[C:30]1[N:35]=[CH:34][C:33]([NH2:36])=[CH:32][CH:31]=1.C[Al](C)C, predict the reaction product. The product is: [Cl:1][C:2]1[CH:7]=[CH:6][CH:5]=[C:4]([Cl:8])[C:3]=1[NH:9][C:10]1[NH:11][C:12]2[C:18]3[CH2:19][C:20]([CH3:22])([CH3:23])[O:21][C:17]=3[C:16]([C:24]([NH:36][C:33]3[CH:34]=[N:35][C:30]([C:29]([F:38])([F:28])[F:37])=[CH:31][CH:32]=3)=[O:25])=[CH:15][C:13]=2[N:14]=1.